Dataset: Full USPTO retrosynthesis dataset with 1.9M reactions from patents (1976-2016). Task: Predict the reactants needed to synthesize the given product. (1) Given the product [CH3:1][O:2][C:3](=[O:24])[C:4]1[CH:9]=[C:8]([C:10]2[CH:15]=[CH:14][C:13]([CH3:16])=[CH:12][N:11]=2)[CH:7]=[C:6]([N:17]2[C:18]([C:19]([F:22])([F:21])[CH3:20])=[N:27][N:26]=[N:25]2)[CH:5]=1, predict the reactants needed to synthesize it. The reactants are: [CH3:1][O:2][C:3](=[O:24])[C:4]1[CH:9]=[C:8]([C:10]2[CH:15]=[CH:14][C:13]([CH3:16])=[CH:12][N:11]=2)[CH:7]=[C:6]([N:17]=[C:18](Cl)[C:19]([F:22])([F:21])[CH3:20])[CH:5]=1.[N-:25]=[N+:26]=[N-:27].[Na+]. (2) Given the product [Br:1][C:2]1[CH:3]=[C:4]([NH:5][C:10]2[C:19]3[C:14](=[CH:15][C:16]([O:24][CH3:25])=[C:17]([O:20][C:21]([CH3:23])=[O:22])[CH:18]=3)[N:13]=[CH:12][N:11]=2)[CH:6]=[CH:7][CH:8]=1, predict the reactants needed to synthesize it. The reactants are: [Br:1][C:2]1[CH:3]=[C:4]([CH:6]=[CH:7][CH:8]=1)[NH2:5].Cl[C:10]1[C:19]2[C:14](=[CH:15][C:16]([O:24][CH3:25])=[C:17]([O:20][C:21]([CH3:23])=[O:22])[CH:18]=2)[N:13]=[CH:12][N:11]=1. (3) Given the product [F:3][C:4]1[CH:12]=[C:11]2[C:7]([C:8]([C:18]3[CH2:19][CH2:20][NH:15][CH2:16][CH:17]=3)=[CH:9][NH:10]2)=[CH:6][CH:5]=1, predict the reactants needed to synthesize it. The reactants are: [OH-].[K+].[F:3][C:4]1[CH:12]=[C:11]2[C:7]([CH:8]=[CH:9][NH:10]2)=[CH:6][CH:5]=1.O.Cl.[NH:15]1[CH2:20][CH2:19][CH2:18][CH2:17][C:16]1=O.